Dataset: Forward reaction prediction with 1.9M reactions from USPTO patents (1976-2016). Task: Predict the product of the given reaction. (1) Given the reactants [F:1][C:2]1[CH:23]=[CH:22][C:5]([NH:6][C:7]2[CH:19]=[C:18]([CH:20]=[CH2:21])[CH:17]=[CH:16][C:8]=2[C:9]([O:11][C:12]([CH3:15])([CH3:14])[CH3:13])=[O:10])=[CH:4][CH:3]=1.I[C:25]1[CH:26]=[C:27]([OH:31])[CH:28]=[CH:29][CH:30]=1.C(=O)([O-])[O-].[Cs+].[Cs+], predict the reaction product. The product is: [F:1][C:2]1[CH:23]=[CH:22][C:5]([NH:6][C:7]2[CH:19]=[C:18](/[CH:20]=[CH:21]/[C:25]3[CH:30]=[CH:29][CH:28]=[C:27]([OH:31])[CH:26]=3)[CH:17]=[CH:16][C:8]=2[C:9]([O:11][C:12]([CH3:15])([CH3:13])[CH3:14])=[O:10])=[CH:4][CH:3]=1. (2) Given the reactants Cl[C:2]1[CH:7]=[CH:6][N:5]=[C:4]([C:8]2[S:9][CH:10]=[CH:11][CH:12]=2)[CH:3]=1.[CH3:13][N:14]1[CH2:19][CH2:18][NH:17][CH2:16][CH2:15]1.CC(O)C, predict the reaction product. The product is: [CH3:13][N:14]1[CH2:19][CH2:18][N:17]([C:2]2[CH:7]=[CH:6][N:5]=[C:4]([C:8]3[S:9][CH:10]=[CH:11][CH:12]=3)[CH:3]=2)[CH2:16][CH2:15]1. (3) Given the reactants [CH3:1][Mg]Cl.[Cl:4][C:5]1[N:13]=[C:12]([Cl:14])[CH:11]=[CH:10][C:6]=1C(O)=O.C([O:17][CH3:18])=O.Cl, predict the reaction product. The product is: [Cl:14][C:12]1[CH:11]=[C:10]([C:18](=[O:17])[CH3:1])[CH:6]=[C:5]([Cl:4])[N:13]=1. (4) Given the reactants C([O:3][C:4]([C@H:6]1[CH2:11][CH2:10][C@H:9]([CH2:12][NH:13][C:14]([N:16]2[CH2:21][CH2:20][C:19]3([C:29]4[C:24](=[CH:25][CH:26]=[CH:27][CH:28]=4)[C:23](=[O:30])[O:22]3)[CH2:18][CH2:17]2)=[O:15])[CH2:8][CH2:7]1)=[O:5])C.O[Li].O, predict the reaction product. The product is: [C:4]([C@H:6]1[CH2:7][CH2:8][C@H:9]([CH2:12][NH:13][C:14]([N:16]2[CH2:17][CH2:18][C:19]3([C:29]4[C:24](=[CH:25][CH:26]=[CH:27][CH:28]=4)[C:23](=[O:30])[O:22]3)[CH2:20][CH2:21]2)=[O:15])[CH2:10][CH2:11]1)([OH:5])=[O:3]. (5) Given the reactants [Br:1][C:2]1[N:3]([C:8]2[C:17]3[C:12](=[CH:13][CH:14]=[CH:15][CH:16]=3)[C:11]([CH:18]3[CH2:20][CH2:19]3)=[CH:10][CH:9]=2)[C:4]([SH:7])=[N:5][N:6]=1.Br[C:22]1([C:26]([O:28][CH2:29][CH3:30])=[O:27])[CH2:25][CH2:24][CH2:23]1.C(N(C(C)C)CC)(C)C, predict the reaction product. The product is: [Br:1][C:2]1[N:3]([C:8]2[C:17]3[C:12](=[CH:13][CH:14]=[CH:15][CH:16]=3)[C:11]([CH:18]3[CH2:20][CH2:19]3)=[CH:10][CH:9]=2)[C:4]([S:7][C:22]2([C:26]([O:28][CH2:29][CH3:30])=[O:27])[CH2:25][CH2:24][CH2:23]2)=[N:5][N:6]=1. (6) The product is: [C:10]([O:14][C:15]([N:17]1[CH2:22][CH2:21][C:20]([NH:25][C:26]([O:28][CH2:29][C:30]2[CH:35]=[CH:34][CH:33]=[CH:32][CH:31]=2)=[O:27])([CH2:23][F:7])[CH2:19][CH2:18]1)=[O:16])([CH3:13])([CH3:12])[CH3:11]. Given the reactants C(N(S(F)(F)[F:7])CC)C.[C:10]([O:14][C:15]([N:17]1[CH2:22][CH2:21][C:20]([NH:25][C:26]([O:28][CH2:29][C:30]2[CH:35]=[CH:34][CH:33]=[CH:32][CH:31]=2)=[O:27])([CH2:23]O)[CH2:19][CH2:18]1)=[O:16])([CH3:13])([CH3:12])[CH3:11].O, predict the reaction product. (7) Given the reactants [F:1][C:2]1[CH:7]=[CH:6][C:5]([F:8])=[CH:4][C:3]=1[C:9]([N:11]([CH2:15][C:16]1[N:20]([CH2:21][CH2:22][CH3:23])[C:19]2[CH:24]=[CH:25][C:26]([CH2:28]O)=[CH:27][C:18]=2[N:17]=1)[CH2:12][CH2:13][CH3:14])=[O:10].S(Cl)([Cl:32])=O, predict the reaction product. The product is: [F:1][C:2]1[CH:7]=[CH:6][C:5]([F:8])=[CH:4][C:3]=1[C:9]([N:11]([CH2:15][C:16]1[N:20]([CH2:21][CH2:22][CH3:23])[C:19]2[CH:24]=[CH:25][C:26]([CH2:28][Cl:32])=[CH:27][C:18]=2[N:17]=1)[CH2:12][CH2:13][CH3:14])=[O:10]. (8) Given the reactants [Cl:1][C:2]1[N:10]=[C:9]2[C:5]([NH:6][CH:7]=[N:8]2)=[C:4]([Cl:11])[N:3]=1.O[CH:13]1[CH2:18][CH2:17][N:16]([C:19]([O:21][C:22]([CH3:25])([CH3:24])[CH3:23])=[O:20])[CH2:15][CH2:14]1.C1(P(C2C=CC=CC=2)C2C=CC=CC=2)C=CC=CC=1.CC(OC(/N=N/C(OC(C)C)=O)=O)C, predict the reaction product. The product is: [Cl:1][C:2]1[N:10]=[C:9]2[C:5]([N:6]=[CH:7][N:8]2[CH:13]2[CH2:18][CH2:17][N:16]([C:19]([O:21][C:22]([CH3:25])([CH3:24])[CH3:23])=[O:20])[CH2:15][CH2:14]2)=[C:4]([Cl:11])[N:3]=1. (9) Given the reactants [O:1]=[C:2]1[C:7]([C:8]([O:10]CC)=O)=[N:6][N:5]=[CH:4][NH:3]1.[NH3:13], predict the reaction product. The product is: [O:1]=[C:2]1[C:7]([C:8]([NH2:13])=[O:10])=[N:6][N:5]=[CH:4][NH:3]1.